The task is: Predict which catalyst facilitates the given reaction.. This data is from Catalyst prediction with 721,799 reactions and 888 catalyst types from USPTO. (1) Reactant: [CH3:1][C:2]1[CH:7]=[C:6]([CH3:8])[N:5]=[C:4]([N:9]2[CH2:16][CH:15]3[CH:11]([CH2:12][NH:13][CH2:14]3)[CH2:10]2)[N:3]=1.[N:17]1([C:22]2[CH:26]=[CH:25][S:24][C:23]=2[C:27](O)=[O:28])[CH:21]=[CH:20][CH:19]=[CH:18]1.CN(C(ON1N=NC2C=CC=NC1=2)=[N+](C)C)C.F[P-](F)(F)(F)(F)F.CCN(C(C)C)C(C)C. Product: [CH3:1][C:2]1[CH:7]=[C:6]([CH3:8])[N:5]=[C:4]([N:9]2[CH2:16][CH:15]3[CH:11]([CH2:12][N:13]([C:27]([C:23]4[S:24][CH:25]=[CH:26][C:22]=4[N:17]4[CH:21]=[CH:20][CH:19]=[CH:18]4)=[O:28])[CH2:14]3)[CH2:10]2)[N:3]=1. The catalyst class is: 399. (2) Reactant: Cl[C:2]1[CH:7]=[C:6]([C:8]2[CH:13]=[CH:12][C:11]([Cl:14])=[CH:10][CH:9]=2)[N:5]=[CH:4][N:3]=1.[NH2:15][NH2:16]. Product: [Cl:14][C:11]1[CH:12]=[CH:13][C:8]([C:6]2[CH:7]=[C:2]([NH:15][NH2:16])[N:3]=[CH:4][N:5]=2)=[CH:9][CH:10]=1. The catalyst class is: 1. (3) Reactant: [F:1][C:2]1[C:3]([NH:19][C:20]2[CH:25]=[CH:24][CH:23]=[CH:22][C:21]=2[F:26])=[C:4]([CH:9]=[C:10]([C:13]#[C:14][Si](C)(C)C)[C:11]=1[F:12])[C:5]([O:7][CH3:8])=[O:6].[OH:27]S(O)(=O)=O. Product: [C:13]([C:10]1[C:11]([F:12])=[C:2]([F:1])[C:3]([NH:19][C:20]2[CH:25]=[CH:24][CH:23]=[CH:22][C:21]=2[F:26])=[C:4]([CH:9]=1)[C:5]([O:7][CH3:8])=[O:6])(=[O:27])[CH3:14]. The catalyst class is: 21.